Dataset: Forward reaction prediction with 1.9M reactions from USPTO patents (1976-2016). Task: Predict the product of the given reaction. (1) Given the reactants [O:1]1[C:5]2([CH2:10][CH2:9][C:8]([C:11]3[C:15](C=O)=[CH:14][N:13]([CH:18]4[CH2:23][CH2:22][CH2:21][CH2:20][O:19]4)[N:12]=3)=[CH:7][CH2:6]2)[O:4][CH2:3][CH2:2]1.[CH3:24][N:25]([CH2:33][CH2:34][NH:35][CH3:36])[C:26](=[O:32])[O:27][C:28]([CH3:31])([CH3:30])[CH3:29].[BH-](OC(C)=O)(OC(C)=O)O[C:39](C)=O.[Na+], predict the reaction product. The product is: [O:4]1[C:5]2([CH2:10][CH2:9][C:8]([C:11]3[C:15]([CH2:36][N:35]([CH3:39])[CH2:34][CH2:33][N:25]([CH3:24])[C:26](=[O:32])[O:27][C:28]([CH3:31])([CH3:30])[CH3:29])=[CH:14][N:13]([CH:18]4[CH2:23][CH2:22][CH2:21][CH2:20][O:19]4)[N:12]=3)=[CH:7][CH2:6]2)[O:1][CH2:2][CH2:3]1. (2) Given the reactants Br[C:2]1[C:7]2=[N:8][C:9]([C:12]([N:14]3[CH2:18][CH2:17][CH:16]([OH:19])[CH2:15]3)=[O:13])=[CH:10][N:11]=[C:6]2[CH:5]=[N:4][CH:3]=1.[Cl:20][C:21]1[N:26]=[CH:25][C:24](B(O)O)=[CH:23][CH:22]=1.C(=O)([O-])[O-].[Cs+].[Cs+].O1CCOCC1, predict the reaction product. The product is: [Cl:20][C:21]1[N:26]=[CH:25][C:24]([C:2]2[C:7]3=[N:8][C:9]([C:12]([N:14]4[CH2:18][CH2:17][CH:16]([OH:19])[CH2:15]4)=[O:13])=[CH:10][N:11]=[C:6]3[CH:5]=[N:4][CH:3]=2)=[CH:23][CH:22]=1. (3) Given the reactants [F:1][C:2]1[C:7]([C:8]2[CH:13]=[CH:12][CH:11]=[C:10]([CH3:14])[CH:9]=2)=[C:6]([C@H:15]([O:29][CH2:30][CH2:31][CH2:32][O:33][CH3:34])[C@@H:16]2[O:21][CH2:20][CH2:19][N:18](C(OC(C)(C)C)=O)[CH2:17]2)[CH:5]=[CH:4][CH:3]=1.C([O-])(O)=O.[Na+], predict the reaction product. The product is: [F:1][C:2]1[C:7]([C:8]2[CH:13]=[CH:12][CH:11]=[C:10]([CH3:14])[CH:9]=2)=[C:6]([C@H:15]([O:29][CH2:30][CH2:31][CH2:32][O:33][CH3:34])[C@@H:16]2[O:21][CH2:20][CH2:19][NH:18][CH2:17]2)[CH:5]=[CH:4][CH:3]=1. (4) Given the reactants [F:1][C:2]1[C:3]([O:24][CH3:25])=[C:4]([C:18]2[CH:19]=[N:20][CH:21]=[CH:22][CH:23]=2)[CH:5]=[C:6]([NH:8][C:9](=[O:17])OC2C=CC=CC=2)[CH:7]=1.[CH3:26][O:27][C:28]1[CH:29]=[C:30]2[C:34](=[CH:35][C:36]=1[C:37]([F:40])([F:39])[F:38])[NH:33][CH2:32][CH2:31]2, predict the reaction product. The product is: [F:1][C:2]1[C:3]([O:24][CH3:25])=[C:4]([C:18]2[CH:19]=[N:20][CH:21]=[CH:22][CH:23]=2)[CH:5]=[C:6]([NH:8][C:9]([N:33]2[C:34]3[C:30](=[CH:29][C:28]([O:27][CH3:26])=[C:36]([C:37]([F:39])([F:40])[F:38])[CH:35]=3)[CH2:31][CH2:32]2)=[O:17])[CH:7]=1. (5) Given the reactants Cl[C:2]1[CH:7]=[CH:6][C:5]([O:8][CH3:9])=[CH:4][CH:3]=1.[NH:10]1[CH2:14][CH2:13][CH2:12][CH2:11]1.CC([O-])(C)C.[Na+], predict the reaction product. The product is: [CH3:9][O:8][C:5]1[CH:6]=[CH:7][C:2]([N:10]2[CH2:14][CH2:13][CH2:12][CH2:11]2)=[CH:3][CH:4]=1. (6) The product is: [Cl:27][C:24]1[CH:25]=[CH:26][C:11]([NH:10][C:28]([C:29]2[CH:38]=[CH:37][C:36]3[C:31](=[CH:32][CH:33]=[CH:34][CH:35]=3)[N:30]=2)=[O:39])=[C:12]([C:13]([NH:15][CH2:16][CH:17]2[CH2:22][CH2:21][CH2:20][CH2:19][CH2:18]2)=[O:14])[CH:23]=1. Given the reactants C(N(C(C)C)CC)(C)C.[NH2:10][C:11]1[CH:26]=[CH:25][C:24]([Cl:27])=[CH:23][C:12]=1[C:13]([NH:15][CH2:16][CH:17]1[CH2:22][CH2:21][CH2:20][CH2:19][CH2:18]1)=[O:14].[C:28](O)(=[O:39])[C:29]1[CH:38]=[CH:37][C:36]2[C:31](=[CH:32][CH:33]=[CH:34][CH:35]=2)[N:30]=1.CN(C(ON1N=NC2C=CC=NC1=2)=[N+](C)C)C.F[P-](F)(F)(F)(F)F, predict the reaction product. (7) Given the reactants [CH3:1][O:2][C:3](=[O:33])[CH2:4][NH:5][C:6]1[CH:11]=[CH:10][CH:9]=[C:8]([N:12]2[CH:16]=[C:15]([C:17]3[CH:22]=[CH:21][C:20]([Cl:23])=[CH:19][C:18]=3[Cl:24])[N:14]=[C:13]2[CH2:25][C:26]2[CH:31]=[CH:30][C:29](Br)=[CH:28][CH:27]=2)[CH:7]=1.[CH2:34]([C:38]1[CH:43]=[CH:42][C:41](B(O)O)=[CH:40][CH:39]=1)[CH2:35][CH2:36][CH3:37], predict the reaction product. The product is: [CH3:1][O:2][C:3](=[O:33])[CH2:4][NH:5][C:6]1[CH:11]=[CH:10][CH:9]=[C:8]([N:12]2[CH:16]=[C:15]([C:17]3[CH:22]=[CH:21][C:20]([Cl:23])=[CH:19][C:18]=3[Cl:24])[N:14]=[C:13]2[CH2:25][C:26]2[CH:31]=[CH:30][C:29]([C:41]3[CH:42]=[CH:43][C:38]([CH2:34][CH2:35][CH2:36][CH3:37])=[CH:39][CH:40]=3)=[CH:28][CH:27]=2)[CH:7]=1. (8) Given the reactants [F:1][C:2]1[CH:14]=[C:13]([F:15])[CH:12]=[CH:11][C:3]=1[O:4][C:5]([CH3:10])([CH3:9])[C:6](O)=[O:7].CC[N:18]=C=NCCCN(C)C.Cl.[OH-].[NH4+], predict the reaction product. The product is: [F:1][C:2]1[CH:14]=[C:13]([F:15])[CH:12]=[CH:11][C:3]=1[O:4][C:5]([CH3:10])([CH3:9])[C:6]([NH2:18])=[O:7]. (9) Given the reactants [CH3:1][O:2][C:3]1[CH:4]=[C:5]([CH2:11][CH2:12][NH:13][C:14](=[O:27])[C:15]([C:20]2[CH:25]=[CH:24][C:23]([CH3:26])=[CH:22][CH:21]=2)=[CH:16]N(C)C)[CH:6]=[CH:7][C:8]=1[O:9][CH3:10].Cl.[O:29]1CCCC1, predict the reaction product. The product is: [CH3:1][O:2][C:3]1[CH:4]=[C:5]([CH2:11][CH2:12][NH:13][C:14](=[O:27])[C:15]([C:20]2[CH:25]=[CH:24][C:23]([CH3:26])=[CH:22][CH:21]=2)=[CH:16][OH:29])[CH:6]=[CH:7][C:8]=1[O:9][CH3:10].